Task: Predict the reaction yield, written as a fraction of the theoretical maximum amount of product (1.0 means a 100% yield; for example, 0.34 means a 34% yield).. Dataset: Reaction yield outcomes from USPTO patents with 853,638 reactions (1) The reactants are [C:1]([OH:4])(=[O:3])[CH3:2].Br[C:6]1[CH:7]=[C:8]([C:12]2([C:22]3[CH:27]=[CH:26][C:25]([O:28][CH3:29])=[CH:24][CH:23]=3)[C:20]3[C:15](=[CH:16][CH:17]=[CH:18][CH:19]=3)[C:14]([NH2:21])=[N:13]2)[CH:9]=[CH:10][CH:11]=1.[Cl:30][C:31]1[CH:32]=[C:33](B(O)O)[CH:34]=[C:35]([Cl:37])[CH:36]=1. No catalyst specified. The product is [C:1]([OH:4])(=[O:3])[CH3:2].[Cl:30][C:31]1[CH:32]=[C:33]([C:6]2[CH:11]=[CH:10][CH:9]=[C:8]([C:12]3([C:22]4[CH:23]=[CH:24][C:25]([O:28][CH3:29])=[CH:26][CH:27]=4)[C:20]4[C:15](=[CH:16][CH:17]=[CH:18][CH:19]=4)[C:14]([NH2:21])=[N:13]3)[CH:7]=2)[CH:34]=[C:35]([Cl:37])[CH:36]=1. The yield is 0.280. (2) The reactants are [CH2:1]([N:3]([CH2:14][CH3:15])[C:4]1[CH:9]=[CH:8][C:7]([C:10]([NH:12][NH2:13])=[O:11])=[CH:6][CH:5]=1)[CH3:2].[N-:16]=[C:17]=[S:18].[Br:19][C:20]1[CH:25]=[CH:24][CH:23]=[CH:22][C:21]=1[Cl:26]. No catalyst specified. The product is [CH2:14]([N:3]([CH2:1][CH3:2])[C:4]1[CH:9]=[CH:8][C:7]([C:10]([NH:12][NH:13][C:17]([NH:16][C:23]2[CH:24]=[CH:25][C:20]([Br:19])=[C:21]([Cl:26])[CH:22]=2)=[S:18])=[O:11])=[CH:6][CH:5]=1)[CH3:15]. The yield is 0.880. (3) The reactants are [CH3:1][C:2]1[CH:7]=[CH:6][C:5]([S:8](Cl)(=[O:10])=[O:9])=[CH:4][CH:3]=1.[CH3:12][C:13]1[O:17][C:16]([CH2:18][CH2:19][OH:20])=[CH:15][CH:14]=1. The catalyst is N1C=CC=CC=1. The product is [CH3:12][C:13]1[O:17][C:16]([CH2:18][CH2:19][OH:20])=[CH:15][CH:14]=1.[CH3:1][C:2]1[CH:7]=[CH:6][C:5]([S:8]([O-:10])(=[O:17])=[O:9])=[CH:4][CH:3]=1. The yield is 0.810. (4) The reactants are [CH3:1][N:2]1[CH2:7][CH2:6][N:5]([CH3:8])[CH:4]([C:9]2[CH:14]=[CH:13][C:12]([N+:15]([O-])=O)=[CH:11][CH:10]=2)[C:3]1=[O:18]. The catalyst is [Pd].C(O)C. The product is [NH2:15][C:12]1[CH:11]=[CH:10][C:9]([CH:4]2[N:5]([CH3:8])[CH2:6][CH2:7][N:2]([CH3:1])[C:3]2=[O:18])=[CH:14][CH:13]=1. The yield is 0.940. (5) The reactants are Br[C:2]1[C:7]2[N:8]([CH3:12])[C:9](=[O:11])[NH:10][C:6]=2[CH:5]=[CH:4][N:3]=1.C(=O)([O-])[O-].[Na+].[Na+].[CH3:19][CH2:20]/[C:21](/B1OC2C=CC=CC=2O1)=[CH:22]\[CH2:23][CH3:24]. The catalyst is C1(C)C=CC=CC=1. The product is [CH3:19][CH2:20]/[C:21](/[C:2]1[C:7]2[N:8]([CH3:12])[C:9](=[O:11])[NH:10][C:6]=2[CH:5]=[CH:4][N:3]=1)=[CH:22]\[CH2:23][CH3:24]. The yield is 0.580. (6) The reactants are Br[C:2]1[C:7]([N:8]([CH2:23][O:24][CH3:25])[S:9]([C:12]2[CH:17]=[CH:16][C:15]([Cl:18])=[C:14]([C:19]([F:22])([F:21])[F:20])[CH:13]=2)(=[O:11])=[O:10])=[CH:6][C:5]([Cl:26])=[CH:4][N:3]=1.C([Mg]Cl)(C)C.[Cl:32][C:33]1[CH:44]=[CH:43][C:42]([CH3:45])=[CH:41][C:34]=1[C:35](N(OC)C)=[O:36]. The catalyst is C1COCC1. The product is [Cl:18][C:15]1[CH:16]=[CH:17][C:12]([S:9]([N:8]([C:7]2[C:2]([C:35](=[O:36])[C:34]3[CH:41]=[C:42]([CH3:45])[CH:43]=[CH:44][C:33]=3[Cl:32])=[N:3][CH:4]=[C:5]([Cl:26])[CH:6]=2)[CH2:23][O:24][CH3:25])(=[O:11])=[O:10])=[CH:13][C:14]=1[C:19]([F:22])([F:21])[F:20]. The yield is 0.480. (7) The reactants are [F:1][C:2]1[CH:7]=[C:6]([F:8])[CH:5]=[CH:4][C:3]=1[C:9]([OH:32])([CH2:26][N:27]1[CH:31]=[N:30][CH:29]=[N:28]1)[CH2:10][N:11]1[CH:15]=[C:14]([CH2:16][O:17][C:18]2[CH:25]=[CH:24][C:21]([CH:22]=O)=[CH:20][CH:19]=2)[N:13]=[N:12]1.[CH:33](=O)[CH2:34][CH2:35]C.C(O)(=O)C.C([O-])(=O)C.[NH4+]. The catalyst is C(#N)C. The product is [CH:22](/[C:21]1[CH:20]=[CH:19][C:18]([O:17][CH2:16][C:14]2[N:13]=[N:12][N:11]([CH2:10][C:9]([C:3]3[CH:4]=[CH:5][C:6]([F:8])=[CH:7][C:2]=3[F:1])([OH:32])[CH2:26][N:27]3[CH:31]=[N:30][CH:29]=[N:28]3)[CH:15]=2)=[CH:25][CH:24]=1)=[CH:33]\[CH2:34][CH3:35]. The yield is 0.620. (8) The reactants are [CH2:1]([N:8]1[CH:12]=[CH:11][N:10]=[C:9]1[CH:13]1[C:22](=O)[C:21]2[C:20]([C:24]([O:26]C)=O)=[CH:19][CH:18]=[CH:17][C:16]=2[NH:15][CH:14]1[C:28]1[CH:33]=[CH:32][CH:31]=[CH:30][CH:29]=1)[C:2]1[CH:7]=[CH:6][CH:5]=[CH:4][CH:3]=1.O.[NH2:35][NH2:36]. The catalyst is CO. The product is [CH2:1]([N:8]1[CH:12]=[CH:11][N:10]=[C:9]1[CH:13]1[C:22]2=[N:35][NH:36][C:24](=[O:26])[C:20]3[CH:19]=[CH:18][CH:17]=[C:16]([C:21]=32)[NH:15][CH:14]1[C:28]1[CH:29]=[CH:30][CH:31]=[CH:32][CH:33]=1)[C:2]1[CH:3]=[CH:4][CH:5]=[CH:6][CH:7]=1. The yield is 0.270. (9) The reactants are [F:1][C:2]1[C:7]2[N:8]=[C:9]([C:11]3[CH:12]=[C:13]([C:21]4[C:22]([N:41]([CH3:46])[S:42]([CH3:45])(=[O:44])=[O:43])=[CH:23][C:24]5[O:28][C:27]([C:29]6[CH:34]=[CH:33][C:32]([F:35])=[CH:31][CH:30]=6)=[C:26]([C:36]([NH:38][CH3:39])=[O:37])[C:25]=5[CH:40]=4)[CH:14]=[C:15](/[C:17](=[N:19]\O)/[CH3:18])[CH:16]=3)[O:10][C:6]=2[CH:5]=[CH:4][CH:3]=1. The catalyst is CO.Cl.[Pd]. The product is [NH2:19][CH:17]([C:15]1[CH:14]=[C:13]([C:21]2[C:22]([N:41]([CH3:46])[S:42]([CH3:45])(=[O:43])=[O:44])=[CH:23][C:24]3[O:28][C:27]([C:29]4[CH:30]=[CH:31][C:32]([F:35])=[CH:33][CH:34]=4)=[C:26]([C:36]([NH:38][CH3:39])=[O:37])[C:25]=3[CH:40]=2)[CH:12]=[C:11]([C:9]2[O:10][C:6]3[CH:5]=[CH:4][CH:3]=[C:2]([F:1])[C:7]=3[N:8]=2)[CH:16]=1)[CH3:18]. The yield is 0.750.